This data is from Full USPTO retrosynthesis dataset with 1.9M reactions from patents (1976-2016). The task is: Predict the reactants needed to synthesize the given product. (1) The reactants are: Br[C:2]1[C:3](=[O:22])[N:4]([CH2:10][CH2:11][C:12]2[CH:21]=[CH:20][C:15]([C:16]([O:18][CH3:19])=[O:17])=[CH:14][CH:13]=2)[C:5]([CH3:9])=[C:6]([Cl:8])[CH:7]=1.[CH3:23]B(O)O.P([O-])([O-])([O-])=O.[K+].[K+].[K+]. Given the product [Cl:8][C:6]1[CH:7]=[C:2]([CH3:23])[C:3](=[O:22])[N:4]([CH2:10][CH2:11][C:12]2[CH:21]=[CH:20][C:15]([C:16]([O:18][CH3:19])=[O:17])=[CH:14][CH:13]=2)[C:5]=1[CH3:9], predict the reactants needed to synthesize it. (2) Given the product [I:30][C:31]1[CH:36]=[CH:35][C:34](/[C:18](/[C:14]2[CH:15]=[CH:16][CH:17]=[C:12]([C:11]([F:22])([F:23])[F:10])[CH:13]=2)=[CH:19]\[CH2:20][OH:21])=[CH:33][CH:32]=1, predict the reactants needed to synthesize it. The reactants are: C[O-].[Na+].[H-].[Al+3].[Li+].[H-].[H-].[H-].[F:10][C:11]([F:23])([F:22])[C:12]1[CH:13]=[C:14]([C:18]#[C:19][CH2:20][OH:21])[CH:15]=[CH:16][CH:17]=1.C(OCC)(=O)C.[I:30][C:31]1[CH:36]=[CH:35][C:34](I)=[CH:33][CH:32]=1.O1C=CC=C1P(C1OC=CC=1)C1OC=CC=1. (3) Given the product [CH3:1][O:2][C:3]([C:5]1[CH:6]=[CH:7][C:8]2[S:12][C:11]([NH:13][CH:14]3[CH2:15][CH2:16][N:17]([CH2:30][C:28]4[CH:27]=[C:26]([O:32][CH2:33][CH3:34])[C:25]([C:35]5[CH:40]=[CH:39][C:38]([F:41])=[CH:37][CH:36]=5)=[C:24]([O:23][CH2:21][CH3:22])[CH:29]=4)[CH2:18][CH2:19]3)=[N:10][C:9]=2[CH:20]=1)=[O:4], predict the reactants needed to synthesize it. The reactants are: [CH3:1][O:2][C:3]([C:5]1[CH:6]=[CH:7][C:8]2[S:12][C:11]([NH:13][CH:14]3[CH2:19][CH2:18][NH:17][CH2:16][CH2:15]3)=[N:10][C:9]=2[CH:20]=1)=[O:4].[CH2:21]([O:23][C:24]1[CH:29]=[C:28]([CH:30]=O)[CH:27]=[C:26]([O:32][CH2:33][CH3:34])[C:25]=1[C:35]1[CH:40]=[CH:39][C:38]([F:41])=[CH:37][CH:36]=1)[CH3:22].C([BH3-])#N.[Na+].C(N(C(C)C)C(C)C)C. (4) Given the product [CH3:25][C@@H:21]1[N:22]([C:2]2[C:3]3[CH:10]([CH3:11])[O:9][CH2:8][C:4]=3[N:5]=[CH:6][N:7]=2)[CH2:23][CH2:24][N:19]([C:17]([O:16][C:12]([CH3:13])([CH3:15])[CH3:14])=[O:18])[CH2:20]1, predict the reactants needed to synthesize it. The reactants are: Cl[C:2]1[C:3]2[CH:10]([CH3:11])[O:9][CH2:8][C:4]=2[N:5]=[CH:6][N:7]=1.[C:12]([O:16][C:17]([N:19]1[CH2:24][CH2:23][NH:22][C@@H:21]([CH3:25])[CH2:20]1)=[O:18])([CH3:15])([CH3:14])[CH3:13].CN1C(=O)CCC1. (5) Given the product [C:1]([C:7]1[C:14]([C:15]([CH3:18])([CH3:17])[CH3:16])=[CH:13][C:10]([CH:11]=[N+:27]([C:23]([CH3:26])([CH3:25])[CH3:24])[O-:28])=[CH:9][C:8]=1[C:19]([CH3:22])([CH3:21])[CH3:20])(=[O:6])[CH2:2][CH2:3][CH2:4][CH3:5], predict the reactants needed to synthesize it. The reactants are: [C:1]([C:7]1[C:14]([C:15]([CH3:18])([CH3:17])[CH3:16])=[CH:13][C:10]([CH:11]=O)=[CH:9][C:8]=1[C:19]([CH3:22])([CH3:21])[CH3:20])(=[O:6])[CH2:2][CH2:3][CH2:4][CH3:5].[C:23]([NH:27][OH:28])([CH3:26])([CH3:25])[CH3:24].C1(C)C=CC(S(O)(=O)=O)=CC=1. (6) Given the product [Cl:34][C:31]1[CH:32]=[CH:33][C:28](/[CH:27]=[N:26]/[NH:25][C:23]([C:12]2[CH:13]=[C:14]([N:17]3[CH2:18][CH2:19][CH2:20][CH2:21][CH2:22]3)[CH:15]=[CH:16][C:11]=2[NH:10][C:8]([C:7]2[CH:6]=[C:5]([CH:41]=[CH:40][CH:39]=2)[CH2:4][N:1]2[C:44]([C:45]([OH:47])=[O:46])=[C:43]([C:42]([OH:49])=[O:48])[N:3]=[N:2]2)=[O:9])=[O:24])=[CH:29][C:30]=1[C:35]([F:38])([F:36])[F:37], predict the reactants needed to synthesize it. The reactants are: [N:1]([CH2:4][C:5]1[CH:6]=[C:7]([CH:39]=[CH:40][CH:41]=1)[C:8]([NH:10][C:11]1[CH:16]=[CH:15][C:14]([N:17]2[CH2:22][CH2:21][CH2:20][CH2:19][CH2:18]2)=[CH:13][C:12]=1[C:23]([NH:25]/[N:26]=[CH:27]/[C:28]1[CH:33]=[CH:32][C:31]([Cl:34])=[C:30]([C:35]([F:38])([F:37])[F:36])[CH:29]=1)=[O:24])=[O:9])=[N+:2]=[N-:3].[C:42]([OH:49])(=[O:48])[C:43]#[C:44][C:45]([OH:47])=[O:46]. (7) Given the product [Cl:41][C:42]1[CH:50]=[CH:49][CH:48]=[CH:47][C:43]=1[C:44]([NH:22][C@H:21]([C:23]([O:25][CH3:26])=[O:24])[CH2:20][C:17]1[CH:16]=[CH:15][C:14]([O:13][CH2:12][CH2:11][C:2]2[CH:3]=[CH:4][C:5]3[CH2:6][CH2:7][CH2:8][NH:9][C:10]=3[N:1]=2)=[CH:19][N:18]=1)=[O:45], predict the reactants needed to synthesize it. The reactants are: [N:1]1[C:10]2[NH:9][CH2:8][CH2:7][CH2:6][C:5]=2[CH:4]=[CH:3][C:2]=1[CH2:11][CH2:12][O:13][C:14]1[CH:15]=[CH:16][C:17]([CH2:20][C@@H:21]([C:23]([O:25][CH3:26])=[O:24])[NH2:22])=[N:18][CH:19]=1.OP=O.CCN=C=NCCCN(C)C.[Cl:41][C:42]1[CH:50]=[CH:49][CH:48]=[CH:47][C:43]=1[C:44](O)=[O:45].